Predict the reactants needed to synthesize the given product. From a dataset of Full USPTO retrosynthesis dataset with 1.9M reactions from patents (1976-2016). (1) The reactants are: [CH2:1]([O:8][C:9]1[CH:14]=[CH:13][C:12]([C:15]2[CH:19]=[CH:18][O:17][C:16]=2[C:20]([NH:22][NH2:23])=[O:21])=[CH:11][CH:10]=1)[C:2]1[CH:7]=[CH:6][CH:5]=[CH:4][CH:3]=1.[OH2:24].C([O:28][CH2:29][CH3:30])(=O)C. Given the product [C:20]([C:16]1[CH:15]=[C:12]([CH:11]=[CH:30][C:29]=1[OH:28])[C:13]([NH:23][NH:22][C:20]([C:16]1[O:17][CH:18]=[CH:19][C:15]=1[C:12]1[CH:13]=[CH:14][C:9]([O:8][CH2:1][C:2]2[CH:3]=[CH:4][CH:5]=[CH:6][CH:7]=2)=[CH:10][CH:11]=1)=[O:21])=[O:24])#[N:22], predict the reactants needed to synthesize it. (2) Given the product [CH3:1][N:2]1[CH2:3][CH:4]=[C:5]([C:8]2[C:16]3[C:11](=[CH:12][CH:13]=[C:14]([NH:17][C:18]([NH2:20])=[S:19])[CH:15]=3)[NH:10][CH:9]=2)[CH2:6][CH2:7]1, predict the reactants needed to synthesize it. The reactants are: [CH3:1][N:2]1[CH2:7][CH:6]=[C:5]([C:8]2[C:16]3[C:11](=[CH:12][CH:13]=[C:14]([NH:17][C:18]([NH:20]C(=O)C4C=CC=CC=4)=[S:19])[CH:15]=3)[NH:10][CH:9]=2)[CH2:4][CH2:3]1.[OH-].[Na+]. (3) Given the product [CH3:10][NH:11][C:12]1[CH:13]=[C:14]2[C:18](=[CH:19][C:20]=1[NH2:21])[C:17]([F:24])([F:25])[O:16][C:15]2([F:27])[F:26], predict the reactants needed to synthesize it. The reactants are: C(O)(=O)C.C1COCC1.[CH3:10][NH:11][C:12]1[CH:13]=[C:14]2[C:18](=[CH:19][C:20]=1[N+:21]([O-])=O)[C:17]([F:25])([F:24])[O:16][C:15]2([F:27])[F:26]. (4) Given the product [C:31]1([CH:12]([O:11][C:8]2[CH:7]=[CH:6][C:5]([CH2:4][C:3]([OH:37])=[O:2])=[CH:10][CH:9]=2)[CH2:13][O:14][C:15]2[CH:20]=[CH:19][CH:18]=[C:17]([C:21]([OH:30])([C:26]([F:29])([F:28])[F:27])[C:22]([F:25])([F:24])[F:23])[CH:16]=2)[CH:36]=[CH:35][CH:34]=[CH:33][CH:32]=1, predict the reactants needed to synthesize it. The reactants are: C[O:2][C:3](=[O:37])[CH2:4][C:5]1[CH:10]=[CH:9][C:8]([O:11][CH:12]([C:31]2[CH:36]=[CH:35][CH:34]=[CH:33][CH:32]=2)[CH2:13][O:14][C:15]2[CH:20]=[CH:19][CH:18]=[C:17]([C:21]([OH:30])([C:26]([F:29])([F:28])[F:27])[C:22]([F:25])([F:24])[F:23])[CH:16]=2)=[CH:7][CH:6]=1.[Li+].[OH-].OS([O-])(=O)=O.[K+]. (5) Given the product [CH3:50][C:51]1[O:55][C:54](=[O:56])[O:53][C:52]=1[CH2:57][O:58][C:59](=[O:79])[C@H:60]([OH:78])[CH2:61][C@H:62]([NH:77][C:8]([C:4]1[CH:3]=[C:2]([OH:1])[N:6]([CH3:7])[N:5]=1)=[O:10])[CH2:63][C:64]1[CH:69]=[CH:68][C:67]([C:70]2[CH:75]=[CH:74][CH:73]=[C:72]([Cl:76])[CH:71]=2)=[CH:66][CH:65]=1, predict the reactants needed to synthesize it. The reactants are: [OH:1][C:2]1[N:6]([CH3:7])[N:5]=[C:4]([C:8]([OH:10])=O)[CH:3]=1.CN(C(ON1N=NC2C=CC(=CC1=2)Cl)=[N+](C)C)C.F[P-](F)(F)(F)(F)F.CN(C=O)C.CCN(C(C)C)C(C)C.[CH3:50][C:51]1[O:55][C:54](=[O:56])[O:53][C:52]=1[CH2:57][O:58][C:59](=[O:79])[C@H:60]([OH:78])[CH2:61][C@H:62]([NH2:77])[CH2:63][C:64]1[CH:69]=[CH:68][C:67]([C:70]2[CH:75]=[CH:74][CH:73]=[C:72]([Cl:76])[CH:71]=2)=[CH:66][CH:65]=1. (6) Given the product [CH:26]1([N:23]2[CH2:22][CH2:21][C:20]3[CH:33]=[CH:34][C:17]([N:14]4[CH2:15][CH2:16][N:11]([C:9]([O:8][CH2:7][C:1]5[CH:6]=[CH:5][CH:4]=[CH:3][CH:2]=5)=[O:10])[CH2:12][CH2:13]4)=[CH:18][C:19]=3[CH2:25][CH2:24]2)[CH2:44][CH2:43][CH2:42][CH2:46]1, predict the reactants needed to synthesize it. The reactants are: [C:1]1([CH2:7][O:8][C:9]([N:11]2[CH2:16][CH2:15][N:14]([C:17]3[CH:34]=[CH:33][C:20]4[CH2:21][CH2:22][N:23]([C:26](OC(C)(C)C)=O)[CH2:24][CH2:25][C:19]=4[CH:18]=3)[CH2:13][CH2:12]2)=[O:10])[CH:6]=[CH:5][CH:4]=[CH:3][CH:2]=1.FC(F)(F)C(O)=O.[C:42]1(=O)[CH2:46]C[CH2:44][CH2:43]1.C(O)(=O)C.C(O[BH-](OC(=O)C)OC(=O)C)(=O)C.[Na+].Cl.[OH-].[Na+]. (7) Given the product [CH2:1]([C:3]1[C:4]([OH:9])=[C:5]([CH:6]=[C:7]([N+:23]([O-:26])=[O:24])[CH:8]=1)[CH:27]=[O:29])[CH3:2], predict the reactants needed to synthesize it. The reactants are: [CH2:1]([C:3]1[CH:8]=[CH:7][CH:6]=[CH:5][C:4]=1[OH:9])[CH3:2].[Cl-].[Mg+2].[Cl-].C(N(CC)CC)C.C=O.Cl.[N+:23]([O-:26])(O)=[O:24].[C:27](OC(=O)C)(=[O:29])C.C(=O)(O)[O-].[Na+]. (8) Given the product [CH3:1][C:2]([CH3:10])([CH3:9])[CH2:3][CH2:4][S:5]([O:30][C:27]1[CH:28]=[CH:29][C:24]([C:23]2[N:19]([C:13]3[CH:14]=[CH:15][C:16]([Cl:18])=[CH:17][C:12]=3[Cl:11])[N:20]=[C:21]([C:32]([NH:34][N:35]3[CH2:36][CH2:37][CH2:38][CH2:39][CH2:40]3)=[O:33])[C:22]=2[CH3:31])=[CH:25][CH:26]=1)(=[O:7])=[O:6], predict the reactants needed to synthesize it. The reactants are: [CH3:1][C:2]([CH3:10])([CH3:9])[CH2:3][CH2:4][S:5](Cl)(=[O:7])=[O:6].[Cl:11][C:12]1[CH:17]=[C:16]([Cl:18])[CH:15]=[CH:14][C:13]=1[N:19]1[C:23]([C:24]2[CH:29]=[CH:28][C:27]([OH:30])=[CH:26][CH:25]=2)=[C:22]([CH3:31])[C:21]([C:32]([NH:34][N:35]2[CH2:40][CH2:39][CH2:38][CH2:37][CH2:36]2)=[O:33])=[N:20]1.O. (9) Given the product [F:36][C:32]1[CH:33]=[N:34][NH:35][C:31]=1[C:30]1[C:11]([N:37]2[CH2:41][CH2:40][C@@H:39]([OH:42])[CH2:38]2)=[N:12][CH:13]=[C:14]([CH:29]=1)[C:15]([NH:17][C:18]1[CH:23]=[CH:22][C:21]([O:24][C:25]([F:28])([F:27])[F:26])=[CH:20][CH:19]=1)=[O:16], predict the reactants needed to synthesize it. The reactants are: CCN(C(C)C)C(C)C.Cl[C:11]1[C:30]([C:31]2[NH:35][N:34]=[CH:33][C:32]=2[F:36])=[CH:29][C:14]([C:15]([NH:17][C:18]2[CH:23]=[CH:22][C:21]([O:24][C:25]([F:28])([F:27])[F:26])=[CH:20][CH:19]=2)=[O:16])=[CH:13][N:12]=1.[NH:37]1[CH2:41][CH2:40][C@@H:39]([OH:42])[CH2:38]1. (10) Given the product [CH2:1]([CH:3]([C:6]1[C:7]2[N:8]([C:13]([C:17]3[C:18]4[CH:26]=[CH:25][CH:24]=[C:23]([CH:27]([CH3:29])[CH3:28])[C:19]=4[S:20][C:21]=3[CH3:22])=[C:14]([CH3:16])[N:15]=2)[N:9]=[C:10]([CH3:12])[CH:11]=1)[CH2:4][CH3:5])[CH3:2], predict the reactants needed to synthesize it. The reactants are: [CH2:1]([CH:3]([C:6]1[C:7]2[N:8]([C:13]([C:17]3[C:18]4[CH:26]=[CH:25][CH:24]=[C:23]([C:27]([CH3:29])=[CH2:28])[C:19]=4[S:20][C:21]=3[CH3:22])=[C:14]([CH3:16])[N:15]=2)[N:9]=[C:10]([CH3:12])[CH:11]=1)[CH2:4][CH3:5])[CH3:2].